Predict the product of the given reaction. From a dataset of Forward reaction prediction with 1.9M reactions from USPTO patents (1976-2016). The product is: [CH3:27][O:28][C:8]1[CH:9]=[CH:10][C:5]([CH2:4][N:1]2[CH:15]=[C:13]([CH2:12][OH:11])[N:3]=[N:2]2)=[CH:6][CH:7]=1. Given the reactants [N:1]([CH2:4][C:5]1[CH:10]=[CH:9][CH:8]=[CH:7][CH:6]=1)=[N+:2]=[N-:3].[O:11]=[C:12]1O[C@H]([C@H](CO)O)[C:15]([O-])=[C:13]1O.[Na+].O.CN(C)[CH:27]=[O:28], predict the reaction product.